This data is from Full USPTO retrosynthesis dataset with 1.9M reactions from patents (1976-2016). The task is: Predict the reactants needed to synthesize the given product. (1) Given the product [C:18]([C:2]1[CH:3]=[CH:4][C:5]([NH2:12])=[C:6]([S:8]([NH2:11])(=[O:10])=[O:9])[CH:7]=1)#[N:19], predict the reactants needed to synthesize it. The reactants are: I[C:2]1[CH:3]=[CH:4][C:5]([NH2:12])=[C:6]([S:8]([NH2:11])(=[O:10])=[O:9])[CH:7]=1.C([O-])(O)=O.[Na+].[CH3:18][N:19](C=O)C. (2) Given the product [NH:39]1[C:40]2[C:36](=[CH:35][C:34]([N:28]3[CH2:11][CH2:12][N:13]([CH2:16][CH2:17][CH:18]4[CH2:19][C:20]5([CH2:24][CH2:27][CH2:26]5)[C:21](=[O:23])[O:22]4)[CH2:14][CH2:15]3)=[CH:42][CH:41]=2)[CH:37]=[CH:38]1, predict the reactants needed to synthesize it. The reactants are: N1C2C=CC=CC=2N=C1C1[CH2:15][CH2:14][N:13]([CH2:16][CH2:17][CH:18]2[O:22][C:21](=[O:23])[C:20]([CH2:26][CH3:27])([CH2:24]C)[CH2:19]2)[CH2:12][CH2:11]1.[N:28]1([C:34]2[CH:35]=[C:36]3[C:40](=[CH:41][CH:42]=2)[NH:39][CH:38]=[CH:37]3)CCNCC1.N1(C2C=CC=CC=2C#N)CCNCC1.CC1C=CC(S(OCCC2CC(CC)(CC)C(=O)O2)(=O)=O)=CC=1.